This data is from Full USPTO retrosynthesis dataset with 1.9M reactions from patents (1976-2016). The task is: Predict the reactants needed to synthesize the given product. Given the product [CH:1]1([N:6]2[CH2:12][CH2:11][C:10](=[O:13])[N:9]([CH3:14])[C:8]3[CH:15]=[N:16][C:17]([NH:19][C:20]4[CH:28]=[CH:27][C:23]([C:24]([NH:64][CH:65]5[CH2:70][CH2:69][N:68]([CH3:71])[CH2:67][CH2:66]5)=[O:25])=[CH:22][C:21]=4[O:29][CH3:30])=[N:18][C:7]2=3)[CH2:2][CH2:3][CH2:4][CH2:5]1, predict the reactants needed to synthesize it. The reactants are: [CH:1]1([N:6]2[CH2:12][CH2:11][C:10](=[O:13])[N:9]([CH3:14])[C:8]3[CH:15]=[N:16][C:17]([NH:19][C:20]4[CH:28]=[CH:27][C:23]([C:24](O)=[O:25])=[CH:22][C:21]=4[O:29][CH3:30])=[N:18][C:7]2=3)[CH2:5][CH2:4][CH2:3][CH2:2]1.F[P-](F)(F)(F)(F)F.CN(C(N(C)C)=[N+]1C2C(=NC=CC=2)[N+]([O-])=N1)C.C(N(C(C)C)C(C)C)C.[NH2:64][CH:65]1[CH2:70][CH2:69][N:68]([CH3:71])[CH2:67][CH2:66]1.